Task: Predict the reaction yield, written as a fraction of the theoretical maximum amount of product (1.0 means a 100% yield; for example, 0.34 means a 34% yield).. Dataset: Reaction yield outcomes from USPTO patents with 853,638 reactions (1) The reactants are [CH3:1][C:2]1[N:3]([CH2:7][CH2:8][NH2:9])[CH:4]=[CH:5][N:6]=1.[C:10]1([C:16]2[O:17][C:18]3[C:19](=[C:21]([C:25](O)=[O:26])[CH:22]=[CH:23][CH:24]=3)[N:20]=2)[CH:15]=[CH:14][CH:13]=[CH:12][CH:11]=1. No catalyst specified. The product is [CH3:1][C:2]1[N:3]([CH2:7][CH2:8][NH:9][C:25]([C:21]2[CH:22]=[CH:23][CH:24]=[C:18]3[O:17][C:16]([C:10]4[CH:15]=[CH:14][CH:13]=[CH:12][CH:11]=4)=[N:20][C:19]=23)=[O:26])[CH:4]=[CH:5][N:6]=1. The yield is 0.350. (2) The reactants are [OH:1][C:2]1[CH:3]=[C:4]([CH2:9][C@H:10]([NH:24]C(OC(C)(C)C)=O)[C:11]([O:13][C@H:14]([CH3:23])[C@H:15]([O:17][C:18](=[O:22])[CH:19]([CH3:21])[CH3:20])[CH3:16])=[O:12])[CH:5]=[CH:6][C:7]=1[OH:8]. The catalyst is Cl.O1CCOCC1. The product is [NH2:24][C@@H:10]([CH2:9][C:4]1[CH:5]=[CH:6][C:7]([OH:8])=[C:2]([OH:1])[CH:3]=1)[C:11]([O:13][C@H:14]([CH3:23])[C@H:15]([O:17][C:18](=[O:22])[CH:19]([CH3:21])[CH3:20])[CH3:16])=[O:12]. The yield is 0.750. (3) The product is [CH3:18][CH:16]1[O:17][CH:12]([CH3:11])[CH2:13][N:14]([C:2]2[CH:7]=[N:6][C:5]([N+:8]([O-:10])=[O:9])=[CH:4][CH:3]=2)[CH2:15]1. The catalyst is [I-].C([N+](CCCC)(CCCC)CCCC)CCC.CS(C)=O.C(OCC)(=O)C. The reactants are Br[C:2]1[CH:3]=[CH:4][C:5]([N+:8]([O-:10])=[O:9])=[N:6][CH:7]=1.[CH3:11][CH:12]1[O:17][CH:16]([CH3:18])[CH2:15][NH:14][CH2:13]1.C(=O)([O-])[O-].[K+].[K+]. The yield is 0.780. (4) The reactants are [Cl:1][C:2]1[S:6][C:5]([C:7]([OH:9])=O)=[CH:4][CH:3]=1.C1(C)C=CC(S(Cl)(=O)=O)=CC=1.[NH2:21][CH2:22][C@@H:23]1[O:27][C:26](=[O:28])[N:25]([C:29]2[CH:34]=[CH:33][C:32]([N:35]3[CH2:40][CH2:39][O:38][CH2:37][C:36]3=[O:41])=[CH:31][CH:30]=2)[CH2:24]1.O. The catalyst is CN(C1C=CN=CC=1)C.ClCCl. The product is [CH:33]1[C:32]([N:35]2[C:36](=[O:41])[CH2:37][O:38][CH2:39][CH2:40]2)=[CH:31][CH:30]=[C:29]([N:25]2[C:26](=[O:28])[O:27][C@@H:23]([CH2:22][NH:21][C:7]([C:5]3[S:6][C:2]([Cl:1])=[CH:3][CH:4]=3)=[O:9])[CH2:24]2)[CH:34]=1. The yield is 0.856. (5) The reactants are [F:1][C:2]1[CH:3]=[C:4]([CH:6]=[C:7](B2OC(C)(C)C(C)(C)O2)[CH:8]=1)[NH2:5].Br[C:19]1[S:20][CH:21]=[N:22][CH:23]=1.CC(C1C=C(C(C)C)C(C2C=CC=CC=2P(C2CCCCC2)C2CCCCC2)=C(C(C)C)C=1)C.C(=O)([O-])[O-].[Cs+].[Cs+]. The catalyst is C1C=CC(/C=C/C(/C=C/C2C=CC=CC=2)=O)=CC=1.C1C=CC(/C=C/C(/C=C/C2C=CC=CC=2)=O)=CC=1.C1C=CC(/C=C/C(/C=C/C2C=CC=CC=2)=O)=CC=1.[Pd].[Pd]. The product is [F:1][C:2]1[CH:3]=[C:4]([CH:6]=[C:7]([C:19]2[S:20][CH:21]=[N:22][CH:23]=2)[CH:8]=1)[NH2:5]. The yield is 0.850. (6) The reactants are Br[C:2]1[C:10]2[C:5](=[CH:6][C:7]([S:11]([N:14]([CH2:20][C:21]3[CH:26]=[CH:25][C:24]([O:27][CH3:28])=[CH:23][C:22]=3[O:29][CH3:30])[C:15]3[S:19][N:18]=[CH:17][N:16]=3)(=[O:13])=[O:12])=[CH:8][CH:9]=2)[NH:4][CH:3]=1.[Cl:31][C:32]1[CH:37]=[CH:36][C:35](B(O)O)=[C:34]([C:41]2[N:45]([CH3:46])[N:44]=[CH:43][CH:42]=2)[CH:33]=1.P([O-])([O-])([O-])=O.[K+].[K+].[K+]. No catalyst specified. The yield is 0.726. The product is [Cl:31][C:32]1[CH:37]=[CH:36][C:35]([C:2]2[C:10]3[C:5](=[CH:6][C:7]([S:11]([N:14]([CH2:20][C:21]4[CH:26]=[CH:25][C:24]([O:27][CH3:28])=[CH:23][C:22]=4[O:29][CH3:30])[C:15]4[S:19][N:18]=[CH:17][N:16]=4)(=[O:13])=[O:12])=[CH:8][CH:9]=3)[NH:4][CH:3]=2)=[C:34]([C:41]2[N:45]([CH3:46])[N:44]=[CH:43][CH:42]=2)[CH:33]=1.